This data is from Forward reaction prediction with 1.9M reactions from USPTO patents (1976-2016). The task is: Predict the product of the given reaction. (1) The product is: [CH:1]1([N:7]([CH:20]2[CH2:25][CH2:24][CH2:23][CH2:22][CH2:21]2)[C:8]([NH:10][C:11]2[S:12][C:13]([S:17][CH2:18][CH2:26][N:27]([CH3:29])[CH3:28])=[C:14]([CH3:16])[N:15]=2)=[O:9])[CH2:6][CH2:5][CH2:4][CH2:3][CH2:2]1. Given the reactants [CH:1]1([N:7]([CH:20]2[CH2:25][CH2:24][CH2:23][CH2:22][CH2:21]2)[C:8]([NH:10][C:11]2[S:12][C:13]([S:17][C:18]#N)=[C:14]([CH3:16])[N:15]=2)=[O:9])[CH2:6][CH2:5][CH2:4][CH2:3][CH2:2]1.[CH3:26][N:27]([CH2:29]CCl)[CH3:28], predict the reaction product. (2) Given the reactants [C:1]([CH2:4][C:5]1[CH:39]=[CH:38][C:8]([CH2:9][CH2:10][CH2:11][NH:12][C:13]2[CH:18]=[C:17]([O:19][CH3:20])[CH:16]=[CH:15][C:14]=2[C@@H:21]2[CH2:30][CH2:29][C:28]3[CH:27]=[C:26]([O:31]C(=O)C(C)(C)C)[CH:25]=[CH:24][C:23]=3[CH2:22]2)=[CH:7][CH:6]=1)(O)=O.[CH2:40]([CH2:43][NH2:44])[CH:41]=[CH2:42], predict the reaction product. The product is: [CH2:40]([CH2:43][NH:44][CH2:1][CH2:4][C:5]1[CH:6]=[CH:7][C:8]([CH2:9][CH2:10][CH2:11][NH:12][C:13]2[CH:18]=[C:17]([O:19][CH3:20])[CH:16]=[CH:15][C:14]=2[C@@H:21]2[CH2:30][CH2:29][C:28]3[CH:27]=[C:26]([OH:31])[CH:25]=[CH:24][C:23]=3[CH2:22]2)=[CH:38][CH:39]=1)[CH:41]=[CH2:42]. (3) Given the reactants [F:1][C:2]1[C:7]([F:8])=[CH:6][CH:5]=[CH:4][C:3]=1[CH:9]=[CH:10][C:11]([OH:13])=O.[CH3:14][O:15][C:16]1[CH:17]=[C:18]([CH2:24][CH2:25][NH2:26])[CH:19]=[CH:20][C:21]=1[O:22][CH3:23], predict the reaction product. The product is: [F:1][C:2]1[C:7]([F:8])=[CH:6][CH:5]=[CH:4][C:3]=1[CH:9]=[CH:10][C:11]([NH:26][CH2:25][CH2:24][C:18]1[CH:19]=[CH:20][C:21]([O:22][CH3:23])=[C:16]([O:15][CH3:14])[CH:17]=1)=[O:13]. (4) The product is: [CH2:12]([NH:19][C:2]1[CH:7]=[C:6]([N+:8]([O-:10])=[O:9])[CH:5]=[C:4]([Cl:11])[N:3]=1)[C:13]1[CH:18]=[CH:17][CH:16]=[CH:15][CH:14]=1. Given the reactants Cl[C:2]1[CH:7]=[C:6]([N+:8]([O-:10])=[O:9])[CH:5]=[C:4]([Cl:11])[N:3]=1.[CH2:12]([NH2:19])[C:13]1[CH:18]=[CH:17][CH:16]=[CH:15][CH:14]=1.C(=O)([O-])[O-].[Cs+].[Cs+].C1(P(C2C=CC=CC=2)C2C=CC3C(=CC=CC=3)C=2C2C3C(=CC=CC=3)C=CC=2P(C2C=CC=CC=2)C2C=CC=CC=2)C=CC=CC=1, predict the reaction product.